From a dataset of Full USPTO retrosynthesis dataset with 1.9M reactions from patents (1976-2016). Predict the reactants needed to synthesize the given product. (1) Given the product [CH3:36][C@H:37]1[CH2:42][CH2:41][C@H:40]([C:43]([N:16]([CH:17]2[CH2:18][CH2:19][N:20]([C:23]([O:25][C:26]([CH3:29])([CH3:28])[CH3:27])=[O:24])[CH2:21][CH2:22]2)[C:2]2[CH:6]=[C:5]([C:7]#[C:8][CH:9]([CH3:11])[CH3:10])[S:4][C:3]=2[C:12]([O:14][CH3:15])=[O:13])=[O:44])[CH2:39][CH2:38]1, predict the reactants needed to synthesize it. The reactants are: Br[C:2]1[CH:6]=[C:5]([C:7]#[C:8][CH:9]([CH3:11])[CH3:10])[S:4][C:3]=1[C:12]([O:14][CH3:15])=[O:13].[NH2:16][CH:17]1[CH2:22][CH2:21][N:20]([C:23]([O:25][C:26]([CH3:29])([CH3:28])[CH3:27])=[O:24])[CH2:19][CH2:18]1.N1C=CC=CC=1.[CH3:36][CH:37]1[CH2:42][CH2:41][CH:40]([C:43](Cl)=[O:44])[CH2:39][CH2:38]1. (2) Given the product [C:10]([O:14][C:15]([NH:17][CH2:18][CH2:19][CH2:20][CH2:21][CH2:22][CH2:23][O:1][C:2]1[CH:3]=[N:4][CH:5]=[CH:6][CH:7]=1)=[O:16])([CH3:13])([CH3:12])[CH3:11], predict the reactants needed to synthesize it. The reactants are: [OH:1][C:2]1[CH:3]=[N:4][CH:5]=[CH:6][CH:7]=1.[H-].[Na+].[C:10]([O:14][C:15]([NH:17][CH2:18][CH2:19][CH2:20][CH2:21][CH2:22][CH2:23]Br)=[O:16])([CH3:13])([CH3:12])[CH3:11].O. (3) Given the product [CH3:40][O:39][C:37](=[O:38])[CH2:36][O:26][C:21]1[CH:22]=[CH:23][CH:24]=[CH:25][C:20]=1[C:18](=[O:19])[CH2:17][CH:14]1[CH2:13][CH2:12][C:11]([S:8]([C:5]2[CH:6]=[CH:7][C:2]([Cl:1])=[CH:3][CH:4]=2)(=[O:10])=[O:9])([C:27]2[CH:32]=[C:31]([F:33])[CH:30]=[CH:29][C:28]=2[F:34])[CH2:16][CH2:15]1, predict the reactants needed to synthesize it. The reactants are: [Cl:1][C:2]1[CH:7]=[CH:6][C:5]([S:8]([C:11]2([C:27]3[CH:32]=[C:31]([F:33])[CH:30]=[CH:29][C:28]=3[F:34])[CH2:16][CH2:15][CH:14]([CH2:17][C:18]([C:20]3[CH:25]=[CH:24][CH:23]=[CH:22][C:21]=3[OH:26])=[O:19])[CH2:13][CH2:12]2)(=[O:10])=[O:9])=[CH:4][CH:3]=1.Br[CH2:36][C:37]([O:39][CH3:40])=[O:38].C(=O)([O-])[O-].[K+].[K+].